Regression. Given a peptide amino acid sequence and an MHC pseudo amino acid sequence, predict their binding affinity value. This is MHC class I binding data. From a dataset of Peptide-MHC class I binding affinity with 185,985 pairs from IEDB/IMGT. (1) The peptide sequence is TVFRNQNRV. The MHC is HLA-A26:01 with pseudo-sequence HLA-A26:01. The binding affinity (normalized) is 0.0847. (2) The peptide sequence is KDMPGGYCL. The MHC is HLA-B44:03 with pseudo-sequence HLA-B44:03. The binding affinity (normalized) is 0. (3) The peptide sequence is EASTWLDIF. The MHC is HLA-A03:01 with pseudo-sequence HLA-A03:01. The binding affinity (normalized) is 0.0847. (4) The peptide sequence is QRASNVFDL. The MHC is HLA-B57:01 with pseudo-sequence HLA-B57:01. The binding affinity (normalized) is 0.213. (5) The peptide sequence is FTIMAAILAY. The MHC is HLA-A30:02 with pseudo-sequence HLA-A30:02. The binding affinity (normalized) is 0.290. (6) The MHC is HLA-A02:01 with pseudo-sequence HLA-A02:01. The binding affinity (normalized) is 0.148. The peptide sequence is IIRYPVKRI. (7) The MHC is HLA-B08:01 with pseudo-sequence HLA-B08:01. The peptide sequence is RDALGRTAL. The binding affinity (normalized) is 0.426. (8) The peptide sequence is RTSKAALER. The binding affinity (normalized) is 0.328. The MHC is HLA-A31:01 with pseudo-sequence HLA-A31:01.